Predict the product of the given reaction. From a dataset of Forward reaction prediction with 1.9M reactions from USPTO patents (1976-2016). (1) Given the reactants [S:1]1[CH2:6][CH2:5][CH:4]([OH:7])[CH2:3][CH2:2]1.CCN(CC)CC.[CH3:15][S:16](Cl)(=[O:18])=[O:17], predict the reaction product. The product is: [CH3:15][S:16]([O:7][CH:4]1[CH2:5][CH2:6][S:1][CH2:2][CH2:3]1)(=[O:18])=[O:17]. (2) Given the reactants F[C:2]1[CH:7]=[CH:6][C:5]([C:8]([F:11])([F:10])[F:9])=[CH:4][C:3]=1[NH:12][C:13](=[O:33])[C:14]1[CH:19]=[CH:18][C:17]([CH3:20])=[C:16]([C:21]2[CH:22]=[C:23]3[C:28](=[CH:29][CH:30]=2)[N:27]=[C:26]([NH:31][CH3:32])[N:25]=[CH:24]3)[CH:15]=1.[H-].[Na+], predict the reaction product. The product is: [CH3:32][NH:31][C:26]1[N:25]=[CH:24][C:23]2[C:28](=[CH:29][CH:30]=[C:21]([C:16]3[CH:15]=[C:14]([C:13]4[O:33][C:2]5[CH:7]=[CH:6][C:5]([C:8]([F:9])([F:11])[F:10])=[CH:4][C:3]=5[N:12]=4)[CH:19]=[CH:18][C:17]=3[CH3:20])[CH:22]=2)[N:27]=1. (3) Given the reactants N#N.[N+:3]([C:6]1[CH:7]=[C:8]([NH:12][C:13](=[O:28])[CH2:14][CH2:15][C:16]2[CH:21]=[C:20]([O:22][CH3:23])[C:19]([O:24][CH3:25])=[C:18]([O:26][CH3:27])[CH:17]=2)[CH:9]=[CH:10][CH:11]=1)([O-])=O, predict the reaction product. The product is: [NH2:3][C:6]1[CH:7]=[C:8]([NH:12][C:13](=[O:28])[CH2:14][CH2:15][C:16]2[CH:21]=[C:20]([O:22][CH3:23])[C:19]([O:24][CH3:25])=[C:18]([O:26][CH3:27])[CH:17]=2)[CH:9]=[CH:10][CH:11]=1. (4) Given the reactants [CH2:1]([N:3]([CH2:18][CH3:19])[C:4]([CH:6]1[CH2:11][CH2:10][CH2:9][N:8]([CH:12]2[CH2:17][CH2:16][NH:15][CH2:14][CH2:13]2)[CH2:7]1)=[O:5])[CH3:2].[Cl:20][C:21]1[CH:22]=[C:23]2[C:28](=[CH:29][CH:30]=1)[N:27]=[C:26]([C:31]1[CH:36]=[CH:35][C:34]([Cl:37])=[CH:33][CH:32]=1)[CH:25]=[C:24]2[C:38](O)=[O:39].O.ON1C2C=CC=CC=2N=N1.C(N(CC)CC)C.Cl.C(N=C=NCCCN(C)C)C.[OH-].[Na+], predict the reaction product. The product is: [CH2:18]([N:3]([CH2:1][CH3:2])[C:4]([CH:6]1[CH2:11][CH2:10][CH2:9][N:8]([CH:12]2[CH2:13][CH2:14][N:15]([C:38]([C:24]3[C:23]4[C:28](=[CH:29][CH:30]=[C:21]([Cl:20])[CH:22]=4)[N:27]=[C:26]([C:31]4[CH:36]=[CH:35][C:34]([Cl:37])=[CH:33][CH:32]=4)[CH:25]=3)=[O:39])[CH2:16][CH2:17]2)[CH2:7]1)=[O:5])[CH3:19]. (5) The product is: [CH3:1][O:2][C:3]1[C:11]([O:12][CH3:13])=[C:10]([O:14][CH3:15])[CH:9]=[C:8]2[C:4]=1[CH2:5][CH2:6][C:7]2=[O:16]. Given the reactants [CH3:1][O:2][C:3]1[C:11]([O:12][CH3:13])=[C:10]([O:14][CH3:15])[CH:9]=[C:8]2[C:4]=1[CH:5](C1C=C(OC)C(OC)=C(OC)C=1)[CH2:6][C:7]2=[O:16].C(=O)([O-])[O-].[K+].[K+].C1OC2C=CC(C=O)=CC=2O1.Cl, predict the reaction product. (6) Given the reactants [NH2:1][C:2]1[C:3]([F:24])=[C:4]([C:8]2[N:9]=[C:10]([C:20]([CH3:23])([CH3:22])[CH3:21])[S:11][C:12]=2[C:13]2[CH:18]=[CH:17][N:16]=[C:15]([NH2:19])[N:14]=2)[CH:5]=[CH:6][CH:7]=1.[O:25]1[CH:29]=[CH:28][CH:27]=[C:26]1[S:30](Cl)(=[O:32])=[O:31], predict the reaction product. The product is: [NH2:19][C:15]1[N:14]=[C:13]([C:12]2[S:11][C:10]([C:20]([CH3:21])([CH3:23])[CH3:22])=[N:9][C:8]=2[C:4]2[C:3]([F:24])=[C:2]([NH:1][S:30]([C:26]3[O:25][CH:29]=[CH:28][CH:27]=3)(=[O:32])=[O:31])[CH:7]=[CH:6][CH:5]=2)[CH:18]=[CH:17][N:16]=1. (7) Given the reactants C[O:2][C:3](=[O:36])[CH2:4][CH2:5][NH:6][C:7]([C:9]1[S:10][C:11]([CH:14]([O:17][C:18]2[CH:23]=[C:22]([CH3:24])[C:21]([C:25]3[CH:30]=[CH:29][C:28]([C:31]([F:34])([F:33])[F:32])=[CH:27][CH:26]=3)=[C:20]([CH3:35])[CH:19]=2)[CH2:15][CH3:16])=[CH:12][CH:13]=1)=[O:8].[OH-].[Na+].Cl, predict the reaction product. The product is: [CH3:24][C:22]1[CH:23]=[C:18]([O:17][CH:14]([C:11]2[S:10][C:9]([C:7]([NH:6][CH2:5][CH2:4][C:3]([OH:36])=[O:2])=[O:8])=[CH:13][CH:12]=2)[CH2:15][CH3:16])[CH:19]=[C:20]([CH3:35])[C:21]=1[C:25]1[CH:30]=[CH:29][C:28]([C:31]([F:32])([F:33])[F:34])=[CH:27][CH:26]=1.